From a dataset of Reaction yield outcomes from USPTO patents with 853,638 reactions. Predict the reaction yield, written as a fraction of the theoretical maximum amount of product (1.0 means a 100% yield; for example, 0.34 means a 34% yield). (1) The reactants are [ClH:1].O1CCOCC1.[CH2:8]([NH:15][C:16]1[CH:21]=[C:20]([O:22][C:23]2[CH:28]=[CH:27][C:26]([NH:29]C(=O)OC(C)(C)C)=[CH:25][C:24]=2[F:37])[CH:19]=[CH:18][N:17]=1)[C:9]1[CH:14]=[CH:13][CH:12]=[CH:11][CH:10]=1. No catalyst specified. The product is [ClH:1].[NH2:29][C:26]1[CH:27]=[CH:28][C:23]([O:22][C:20]2[CH:19]=[CH:18][N:17]=[C:16]([NH:15][CH2:8][C:9]3[CH:14]=[CH:13][CH:12]=[CH:11][CH:10]=3)[CH:21]=2)=[C:24]([F:37])[CH:25]=1. The yield is 1.00. (2) The reactants are [OH:1][C:2]1[CH:18]=[CH:17][C:5]([C:6]2[CH2:7][O:8][C:9]3[C:14]([CH:15]=2)=[CH:13][CH:12]=[C:11](O)[CH:10]=3)=[CH:4][CH:3]=1.[C:19]([C:23]1[CH:29]=[CH:28][C:26]([NH2:27])=[CH:25][CH:24]=1)([CH3:22])([CH3:21])[CH3:20].[CH2:30]=[O:31].[CH2:32](O)C. No catalyst specified. The product is [C:19]([C:23]1[CH:24]=[CH:25][C:26]([N:27]2[CH2:32][C:12]3[CH:13]=[C:14]4[C:9](=[CH:10][C:11]=3[O:31][CH2:30]2)[O:8][CH2:7][C:6]([C:5]2[CH:17]=[CH:18][C:2]([OH:1])=[CH:3][CH:4]=2)=[CH:15]4)=[CH:28][CH:29]=1)([CH3:22])([CH3:20])[CH3:21]. The yield is 0.150.